Task: Predict the product of the given reaction.. Dataset: Forward reaction prediction with 1.9M reactions from USPTO patents (1976-2016) (1) Given the reactants [CH2:1]([N:8]1[CH:12]=[C:11]([C:13]2[CH:18]=[CH:17][C:16]([N+:19]([O-:21])=[O:20])=[CH:15][C:14]=2[O:22]C)[CH:10]=[N:9]1)[C:2]1[CH:7]=[CH:6][CH:5]=[CH:4][CH:3]=1.B(Br)(Br)Br, predict the reaction product. The product is: [CH2:1]([N:8]1[CH:12]=[C:11]([C:13]2[CH:18]=[CH:17][C:16]([N+:19]([O-:21])=[O:20])=[CH:15][C:14]=2[OH:22])[CH:10]=[N:9]1)[C:2]1[CH:7]=[CH:6][CH:5]=[CH:4][CH:3]=1. (2) Given the reactants [CH3:1][C:2]1[O:6][N:5]=[CH:4][C:3]=1[C:7]([OH:9])=O.Cl.[NH:11]1[CH2:16][CH2:15][CH2:14][CH:13]([C:17]2[N:21]=[C:20]([C:22]3[CH:27]=[CH:26][N:25]=[CH:24][CH:23]=3)[O:19][N:18]=2)[CH2:12]1, predict the reaction product. The product is: [CH3:1][C:2]1[O:6][N:5]=[CH:4][C:3]=1[C:7]([N:11]1[CH2:16][CH2:15][CH2:14][CH:13]([C:17]2[N:21]=[C:20]([C:22]3[CH:27]=[CH:26][N:25]=[CH:24][CH:23]=3)[O:19][N:18]=2)[CH2:12]1)=[O:9]. (3) Given the reactants [Br:1][C:2]1[C:3]([CH3:12])=[CH:4][C:5]([CH3:11])=[C:6]([CH:10]=1)[C:7]([OH:9])=[O:8].OS(O)(=O)=O.[N+:18]([O-])([OH:20])=[O:19], predict the reaction product. The product is: [Br:1][C:2]1[C:3]([CH3:12])=[C:4]([N+:18]([O-:20])=[O:19])[C:5]([CH3:11])=[C:6]([CH:10]=1)[C:7]([OH:9])=[O:8]. (4) The product is: [F:1][C:2]1[CH:3]=[C:4]2[C:5]([CH:11]=[CH:10][C:9](=[O:18])[NH:8]2)=[CH:6][CH:7]=1. Given the reactants [F:1][C:2]1[CH:3]=[C:4]([NH:8][C:9](=[O:18])[CH:10]=[CH:11]C2C=CC=CC=2)[CH:5]=[CH:6][CH:7]=1.[Cl-].[Cl-].[Cl-].[Al+3].FC1C(F)=C2C(C=CC(=O)N2)=CC=1, predict the reaction product. (5) The product is: [CH3:14][C:4]1[C:3]([CH3:15])=[C:2]([O:1][CH2:19][CH2:20][CH3:21])[C:11]2[C:6](=[CH:7][CH:8]=[CH:9][CH:10]=2)[C:5]=1[CH:12]=[O:13]. Given the reactants [OH:1][C:2]1[C:11]2[C:6](=[CH:7][CH:8]=[CH:9][CH:10]=2)[C:5]([CH:12]=[O:13])=[C:4]([CH3:14])[C:3]=1[CH3:15].[H-].[Na+].I[CH2:19][CH2:20][CH3:21], predict the reaction product.